The task is: Regression. Given two drug SMILES strings and cell line genomic features, predict the synergy score measuring deviation from expected non-interaction effect.. This data is from NCI-60 drug combinations with 297,098 pairs across 59 cell lines. (1) Drug 1: COC1=C(C=C2C(=C1)N=CN=C2NC3=CC(=C(C=C3)F)Cl)OCCCN4CCOCC4. Drug 2: C(CC(=O)O)C(=O)CN.Cl. Cell line: MCF7. Synergy scores: CSS=11.1, Synergy_ZIP=-3.25, Synergy_Bliss=0.545, Synergy_Loewe=-11.2, Synergy_HSA=0.974. (2) Drug 1: CCC1=CC2CC(C3=C(CN(C2)C1)C4=CC=CC=C4N3)(C5=C(C=C6C(=C5)C78CCN9C7C(C=CC9)(C(C(C8N6C)(C(=O)OC)O)OC(=O)C)CC)OC)C(=O)OC.C(C(C(=O)O)O)(C(=O)O)O. Drug 2: CC1CCC2CC(C(=CC=CC=CC(CC(C(=O)C(C(C(=CC(C(=O)CC(OC(=O)C3CCCCN3C(=O)C(=O)C1(O2)O)C(C)CC4CCC(C(C4)OC)OCCO)C)C)O)OC)C)C)C)OC. Cell line: SK-MEL-28. Synergy scores: CSS=43.5, Synergy_ZIP=1.22, Synergy_Bliss=4.11, Synergy_Loewe=7.29, Synergy_HSA=8.24. (3) Drug 1: CCCS(=O)(=O)NC1=C(C(=C(C=C1)F)C(=O)C2=CNC3=C2C=C(C=N3)C4=CC=C(C=C4)Cl)F. Drug 2: CCCCCOC(=O)NC1=NC(=O)N(C=C1F)C2C(C(C(O2)C)O)O. Cell line: DU-145. Synergy scores: CSS=-0.00300, Synergy_ZIP=0.0297, Synergy_Bliss=-0.704, Synergy_Loewe=-4.60, Synergy_HSA=-4.07. (4) Drug 1: CC12CCC(CC1=CCC3C2CCC4(C3CC=C4C5=CN=CC=C5)C)O. Drug 2: CCCCC(=O)OCC(=O)C1(CC(C2=C(C1)C(=C3C(=C2O)C(=O)C4=C(C3=O)C=CC=C4OC)O)OC5CC(C(C(O5)C)O)NC(=O)C(F)(F)F)O. Cell line: ACHN. Synergy scores: CSS=7.23, Synergy_ZIP=5.15, Synergy_Bliss=1.97, Synergy_Loewe=-2.58, Synergy_HSA=1.78. (5) Drug 1: C1=NC2=C(N1)C(=S)N=CN2. Drug 2: CC1=C(C=C(C=C1)C(=O)NC2=CC(=CC(=C2)C(F)(F)F)N3C=C(N=C3)C)NC4=NC=CC(=N4)C5=CN=CC=C5. Cell line: NCI-H460. Synergy scores: CSS=1.80, Synergy_ZIP=-0.704, Synergy_Bliss=0.146, Synergy_Loewe=-0.343, Synergy_HSA=0.0220. (6) Drug 1: C1C(C(OC1N2C=NC3=C2NC=NCC3O)CO)O. Drug 2: B(C(CC(C)C)NC(=O)C(CC1=CC=CC=C1)NC(=O)C2=NC=CN=C2)(O)O. Cell line: SF-295. Synergy scores: CSS=50.5, Synergy_ZIP=6.53, Synergy_Bliss=1.05, Synergy_Loewe=-37.9, Synergy_HSA=-0.727. (7) Drug 1: CN1CCC(CC1)COC2=C(C=C3C(=C2)N=CN=C3NC4=C(C=C(C=C4)Br)F)OC. Drug 2: CCC1(CC2CC(C3=C(CCN(C2)C1)C4=CC=CC=C4N3)(C5=C(C=C6C(=C5)C78CCN9C7C(C=CC9)(C(C(C8N6C)(C(=O)OC)O)OC(=O)C)CC)OC)C(=O)OC)O.OS(=O)(=O)O. Cell line: HCC-2998. Synergy scores: CSS=53.0, Synergy_ZIP=3.24, Synergy_Bliss=3.89, Synergy_Loewe=-12.8, Synergy_HSA=3.64. (8) Drug 1: COC1=NC(=NC2=C1N=CN2C3C(C(C(O3)CO)O)O)N. Drug 2: CC(C)(C#N)C1=CC(=CC(=C1)CN2C=NC=N2)C(C)(C)C#N. Cell line: PC-3. Synergy scores: CSS=18.0, Synergy_ZIP=-0.313, Synergy_Bliss=3.63, Synergy_Loewe=4.25, Synergy_HSA=3.89. (9) Drug 1: CCN(CC)CCNC(=O)C1=C(NC(=C1C)C=C2C3=C(C=CC(=C3)F)NC2=O)C. Drug 2: C1C(C(OC1N2C=NC3=C2NC=NCC3O)CO)O. Cell line: RXF 393. Synergy scores: CSS=-0.900, Synergy_ZIP=1.17, Synergy_Bliss=-0.584, Synergy_Loewe=-1.32, Synergy_HSA=-2.73. (10) Drug 1: CC1=CC=C(C=C1)C2=CC(=NN2C3=CC=C(C=C3)S(=O)(=O)N)C(F)(F)F. Drug 2: CC1CCCC2(C(O2)CC(NC(=O)CC(C(C(=O)C(C1O)C)(C)C)O)C(=CC3=CSC(=N3)C)C)C. Cell line: HOP-62. Synergy scores: CSS=33.4, Synergy_ZIP=3.94, Synergy_Bliss=0.0782, Synergy_Loewe=-30.7, Synergy_HSA=-2.46.